From a dataset of Reaction yield outcomes from USPTO patents with 853,638 reactions. Predict the reaction yield, written as a fraction of the theoretical maximum amount of product (1.0 means a 100% yield; for example, 0.34 means a 34% yield). The reactants are [C:1]1([CH3:16])[CH:6]=[CH:5][C:4]([C:7]2[CH:15]=[CH:14][CH:13]=[CH:12][C:8]=2[C:9]([NH2:11])=O)=[CH:3][CH:2]=1.S(Cl)(Cl)=O. No catalyst specified. The product is [C:1]1([CH3:16])[CH:6]=[CH:5][C:4]([C:7]2[CH:15]=[CH:14][CH:13]=[CH:12][C:8]=2[C:9]#[N:11])=[CH:3][CH:2]=1. The yield is 0.640.